From a dataset of hERG potassium channel inhibition data for cardiac toxicity prediction from Karim et al.. Regression/Classification. Given a drug SMILES string, predict its toxicity properties. Task type varies by dataset: regression for continuous values (e.g., LD50, hERG inhibition percentage) or binary classification for toxic/non-toxic outcomes (e.g., AMES mutagenicity, cardiotoxicity, hepatotoxicity). Dataset: herg_karim. (1) The molecule is C[C@@H](c1ccc(Br)cc1)N1CC[C@](CCC(N)=O)(c2ccc(F)cc2)OC1=O. The result is 1 (blocker). (2) The compound is COc1ccc2ncc(S(C)(=O)=O)c(CCC34CCC(NCc5ccc6c(n5)NC(=O)CO6)(CC3)CO4)c2n1. The result is 1 (blocker). (3) The result is 1 (blocker). The drug is c1ccc(-c2c[nH]c(C3Cc4c([nH]c5ccccc45)C(C4CCSCC4)N3)n2)cc1. (4) The drug is Cc1nc2ncc(Oc3ccc(Br)cc3F)cc2c(=O)n1C[C@H]1CCCN(C(C)C)C1. The result is 1 (blocker). (5) The compound is O=C(NCc1nc2ccccc2[nH]1)NC1CCN(Cc2ccn(-c3ccc(C(F)(F)F)cc3)c2)CC1. The result is 0 (non-blocker). (6) The compound is CCOC(=O)[C@H]1CC[C@@H](N2CC(NC(=O)CN=C3NC(Cc4ccccc4)c4ccc(C(F)(F)F)cc43)C2)CC1. The result is 1 (blocker).